Dataset: Retrosynthesis with 50K atom-mapped reactions and 10 reaction types from USPTO. Task: Predict the reactants needed to synthesize the given product. (1) Given the product COc1ccc2c(c1)CCn1c-2cc(OCc2cnc(Oc3ccc(Cl)c(C(F)(F)F)c3)c(F)c2)nc1=O, predict the reactants needed to synthesize it. The reactants are: COc1ccc2c(c1)CCn1c-2cc(Cl)nc1=O.OCc1cnc(Oc2ccc(Cl)c(C(F)(F)F)c2)c(F)c1. (2) Given the product CC1(COC(=O)c2ccc(O)cc2)COC(c2ccccc2)OC1, predict the reactants needed to synthesize it. The reactants are: CC(=O)Oc1ccc(C(=O)OCC2(C)COC(c3ccccc3)OC2)cc1. (3) Given the product C[Si](C)(C)C#Cc1ccc(Nc2c(-c3nnc(NC(CO)CO)o3)ccc(F)c2F)c(F)c1, predict the reactants needed to synthesize it. The reactants are: C#C[Si](C)(C)C.OCC(CO)Nc1nnc(-c2ccc(F)c(F)c2Nc2ccc(I)cc2F)o1.